From a dataset of Full USPTO retrosynthesis dataset with 1.9M reactions from patents (1976-2016). Predict the reactants needed to synthesize the given product. (1) Given the product [Cl:1][C:2]1[CH:19]=[C:18]([Cl:20])[CH:17]=[CH:16][C:3]=1[CH2:4][O:5][C:6]1[CH:15]=[CH:14][C:9]2[CH:10]([NH:13][C:24]([NH:23][CH2:21][CH3:22])=[O:25])[CH2:11][O:12][C:8]=2[CH:7]=1, predict the reactants needed to synthesize it. The reactants are: [Cl:1][C:2]1[CH:19]=[C:18]([Cl:20])[CH:17]=[CH:16][C:3]=1[CH2:4][O:5][C:6]1[CH:15]=[CH:14][C:9]2[CH:10]([NH2:13])[CH2:11][O:12][C:8]=2[CH:7]=1.[CH2:21]([N:23]=[C:24]=[O:25])[CH3:22].[NH4+].[Cl-]. (2) Given the product [OH2:8].[OH2:1].[OH2:8].[OH2:8].[OH2:8].[ClH:34].[ClH:34].[ClH:34].[NH2:33][C:3](=[NH:2])[C:4]1[CH:32]=[CH:31][C:7]([O:8][CH2:9][CH2:10][CH2:11][CH:12]2[CH2:17][CH2:16][N:15]([CH2:18][CH2:19][CH2:20][O:21][C:22]3[CH:23]=[CH:24][C:25]([C:26]([NH2:28])=[NH:27])=[CH:29][CH:30]=3)[CH2:14][CH2:13]2)=[CH:6][CH:5]=1, predict the reactants needed to synthesize it. The reactants are: [OH2:1].[NH2:2][C:3](=[NH:33])[C:4]1[CH:32]=[CH:31][C:7]([O:8][CH2:9][CH2:10][CH2:11][CH:12]2[CH2:17][CH2:16][N:15]([CH2:18][CH2:19][CH2:20][O:21][C:22]3[CH:30]=[CH:29][C:25]([C:26]([NH2:28])=[NH:27])=[CH:24][CH:23]=3)[CH2:14][CH2:13]2)=[CH:6][CH:5]=1.[ClH:34].